This data is from Catalyst prediction with 721,799 reactions and 888 catalyst types from USPTO. The task is: Predict which catalyst facilitates the given reaction. (1) Product: [CH2:1]([O:8][C:9]1[CH:14]=[CH:13][C:12]([CH2:15][CH2:16][CH:17]([CH2:31]/[CH:32]=[CH:33]/[C:34]2[CH:39]=[CH:38][CH:37]=[CH:36][CH:35]=2)[C:18]([O:20][CH3:21])=[O:19])=[CH:11][CH:10]=1)[C:2]1[CH:3]=[CH:4][CH:5]=[CH:6][CH:7]=1. The catalyst class is: 20. Reactant: [CH2:1]([O:8][C:9]1[CH:14]=[CH:13][C:12]([CH2:15][CH2:16][CH2:17][C:18]([O:20][CH3:21])=[O:19])=[CH:11][CH:10]=1)[C:2]1[CH:7]=[CH:6][CH:5]=[CH:4][CH:3]=1.[Li+].CC([N-]C(C)C)C.Br[CH2:31]/[CH:32]=[CH:33]/[C:34]1[CH:39]=[CH:38][CH:37]=[CH:36][CH:35]=1.Cl. (2) Reactant: Cl[C:2](Cl)([C:6]12[CH2:15][CH:10]3[CH2:11][CH:12]([CH2:14][C:8]([OH:16])([CH2:9]3)[CH2:7]1)[CH2:13]2)[C:3]([OH:5])=[O:4].[OH-].[Na+].[Na].C([O-])(O)=[O:22].[Na+].C(=O)=O.Cl. Product: [OH:16][C:8]12[CH2:14][CH:12]3[CH2:11][CH:10]([CH2:15][C:6]([C:2](=[O:22])[C:3]([OH:5])=[O:4])([CH2:13]3)[CH2:7]1)[CH2:9]2. The catalyst class is: 6. (3) Reactant: C(OC([NH:8][CH:9]([C:28](=[O:32])[N:29]([CH3:31])[CH3:30])[C:10]1[CH:27]=[CH:26][C:13]([O:14][C:15]2[CH:20]=[CH:19][C:18]([CH2:21][CH2:22][C:23]([OH:25])=[O:24])=[CH:17][CH:16]=2)=[CH:12][CH:11]=1)=O)(C)(C)C. Product: [NH2:8][CH:9]([C:28](=[O:32])[N:29]([CH3:30])[CH3:31])[C:10]1[CH:27]=[CH:26][C:13]([O:14][C:15]2[CH:16]=[CH:17][C:18]([CH2:21][CH2:22][C:23]([OH:25])=[O:24])=[CH:19][CH:20]=2)=[CH:12][CH:11]=1. The catalyst class is: 2. (4) Reactant: [CH2:1]([NH2:9])[CH2:2][CH2:3][CH2:4][CH2:5][CH2:6][CH2:7][CH3:8].[CH3:10][CH:11]1[S:15](=[O:17])(=[O:16])[O:14][CH2:13][CH2:12]1. Product: [CH2:1]([NH:9][CH2:13][CH2:12][CH:11]([S:15]([OH:17])(=[O:16])=[O:14])[CH3:10])[CH2:2][CH2:3][CH2:4][CH2:5][CH2:6][CH2:7][CH3:8]. The catalyst class is: 131.